Dataset: Catalyst prediction with 721,799 reactions and 888 catalyst types from USPTO. Task: Predict which catalyst facilitates the given reaction. (1) Reactant: [NH2:1][CH2:2][C:3]1[CH:8]=[CH:7][C:6]([C:9]([O:11][C@H:12]2[C@H:32]([O:33][CH3:34])[C@@H:31]([C:35]([O:37][CH3:38])=[O:36])[C@@H:30]3[C@@H:14]([CH2:15][N:16]4[C@H:28]([CH2:29]3)[C:27]3[NH:26][C:25]5[C:20](=[CH:21][CH:22]=[C:23]([O:39][CH3:40])[CH:24]=5)[C:19]=3[CH2:18][CH2:17]4)[CH2:13]2)=[O:10])=[CH:5][CH:4]=1.Cl[C:42]([O:44][CH2:45][CH3:46])=[O:43]. Product: [CH2:45]([O:44][C:42]([NH:1][CH2:2][C:3]1[CH:8]=[CH:7][C:6]([C:9]([O:11][C@H:12]2[C@H:32]([O:33][CH3:34])[C@@H:31]([C:35]([O:37][CH3:38])=[O:36])[C@@H:30]3[C@@H:14]([CH2:15][N:16]4[C@H:28]([CH2:29]3)[C:27]3[NH:26][C:25]5[C:20](=[CH:21][CH:22]=[C:23]([O:39][CH3:40])[CH:24]=5)[C:19]=3[CH2:18][CH2:17]4)[CH2:13]2)=[O:10])=[CH:5][CH:4]=1)=[O:43])[CH3:46]. The catalyst class is: 17. (2) Reactant: [C:1]([O:5][C:6]([N:8]1[CH2:14][CH2:13][CH2:12][N:11]([C:15]2[N:23]([CH2:24][C:25]#[C:26][CH3:27])[C:22]3[C:21](=[O:28])[N:20](COCC[Si](C)(C)C)[C:19](=[O:37])[N:18]([CH3:38])[C:17]=3[C:16]=2[C:39]#[N:40])[CH2:10][CH2:9]1)=[O:7])([CH3:4])([CH3:3])[CH3:2].C(O)(C(F)(F)F)=O.C(N(C(C)C)CC)(C)C.C(=O)(OC(C)(C)C)OC(C)(C)C. Product: [C:1]([O:5][C:6]([N:8]1[CH2:14][CH2:13][CH2:12][N:11]([C:15]2[N:23]([CH2:24][C:25]#[C:26][CH3:27])[C:22]3[C:21](=[O:28])[NH:20][C:19](=[O:37])[N:18]([CH3:38])[C:17]=3[C:16]=2[C:39]#[N:40])[CH2:10][CH2:9]1)=[O:7])([CH3:3])([CH3:2])[CH3:4]. The catalyst class is: 2. (3) Reactant: CON(C)[C:4]([CH:6]1[CH2:10][S:9][C:8]([CH3:12])([CH3:11])[N:7]1[C:13]([O:15][C:16]([CH3:19])([CH3:18])[CH3:17])=[O:14])=[O:5].C(OCC)C.[H-].[Al+3].[Li+].[H-].[H-].[H-].S(=O)(=O)(O)[O-].[K+]. Product: [CH:4]([CH:6]1[CH2:10][S:9][C:8]([CH3:12])([CH3:11])[N:7]1[C:13]([O:15][C:16]([CH3:19])([CH3:18])[CH3:17])=[O:14])=[O:5]. The catalyst class is: 6. (4) Reactant: [N+:1]([C:4]1[C:5]([SH:10])=[N:6][CH:7]=[CH:8][CH:9]=1)([O-:3])=[O:2].[CH2:11](Br)[C:12]1[CH:17]=[CH:16][CH:15]=[CH:14][CH:13]=1.C([O-])([O-])=O.[K+].[K+]. Product: [CH2:11]([S:10][C:5]1[C:4]([N+:1]([O-:3])=[O:2])=[CH:9][CH:8]=[CH:7][N:6]=1)[C:12]1[CH:17]=[CH:16][CH:15]=[CH:14][CH:13]=1. The catalyst class is: 18.